From a dataset of Reaction yield outcomes from USPTO patents with 853,638 reactions. Predict the reaction yield, written as a fraction of the theoretical maximum amount of product (1.0 means a 100% yield; for example, 0.34 means a 34% yield). (1) The reactants are C([O:4][CH2:5][C:6]([CH3:47])([CH3:46])[CH2:7][N:8]1[C:14]2[CH:15]=[CH:16][C:17]([Cl:19])=[CH:18][C:13]=2[C@@H:12]([C:20]2[CH:25]=[CH:24][CH:23]=[C:22]([O:26][CH3:27])[C:21]=2[O:28][CH3:29])[O:11][C@H:10]([CH2:30][C:31]([NH:33][C:34]2[CH:35]=[C:36]([CH:41]=[CH:42][C:43]=2[CH3:44])[C:37]([O:39]C)=[O:38])=[O:32])[C:9]1=[O:45])(=O)C.[OH-].[Na+].C(O)C. The catalyst is O. The product is [Cl:19][C:17]1[CH:16]=[CH:15][C:14]2[N:8]([CH2:7][C:6]([CH3:46])([CH3:47])[CH2:5][OH:4])[C:9](=[O:45])[C@@H:10]([CH2:30][C:31]([NH:33][C:34]3[CH:35]=[C:36]([CH:41]=[CH:42][C:43]=3[CH3:44])[C:37]([OH:39])=[O:38])=[O:32])[O:11][C@H:12]([C:20]3[CH:25]=[CH:24][CH:23]=[C:22]([O:26][CH3:27])[C:21]=3[O:28][CH3:29])[C:13]=2[CH:18]=1. The yield is 0.760. (2) The reactants are C(Cl)CCl.Cl.[O:6]=[C:7]1[NH:16][C:15]2[N:14]=[CH:13][C:12](/[CH:17]=[CH:18]/[C:19]([OH:21])=O)=[CH:11][C:10]=2[CH2:9][CH2:8]1.[CH3:22][NH:23][CH2:24][C:25]1[C:33]2[CH:32]=[CH:31][CH:30]=[CH:29][C:28]=2[N:27]2[CH2:34][CH2:35][CH2:36][C:26]=12.C1C=CC2N(O)N=NC=2C=1.CCN(CC)CC. The catalyst is CN(C=O)C.O. The product is [CH2:36]1[C:26]2=[C:25]([CH2:24][N:23]([CH3:22])[C:19](=[O:21])/[CH:18]=[CH:17]/[C:12]3[CH:13]=[N:14][C:15]4[NH:16][C:7](=[O:6])[CH2:8][CH2:9][C:10]=4[CH:11]=3)[C:33]3[CH:32]=[CH:31][CH:30]=[CH:29][C:28]=3[N:27]2[CH2:34][CH2:35]1. The yield is 0.250. (3) The reactants are [CH2:1]([N:8]([CH2:21][C:22](=[O:24])[CH3:23])[C:9]([CH:11]1[C:14]2[CH:15]=[CH:16][C:17]([Br:20])=[C:18]([Cl:19])[C:13]=2[CH2:12]1)=[O:10])[C:2]1[CH:7]=[CH:6][CH:5]=[CH:4][CH:3]=1. The catalyst is BrC1C=CC=CC=1. The product is [CH2:1]([N:8]1[C:9](=[O:10])[C@@H:11]2[C:14]3[CH:15]=[CH:16][C:17]([Br:20])=[C:18]([Cl:19])[C:13]=3[CH2:12][O:24][C@@:22]2([CH3:23])[CH2:21]1)[C:2]1[CH:7]=[CH:6][CH:5]=[CH:4][CH:3]=1. The yield is 0.270. (4) The reactants are [C:1]1([N:7]=[C:8]=[O:9])[CH:6]=[CH:5][CH:4]=[CH:3][CH:2]=1.[NH2:10][CH2:11][CH2:12][CH2:13][NH:14][C:15]1[C:25]2[CH2:24][CH2:23][N:22]([C:26](=[O:31])[C:27]([F:30])([F:29])[F:28])[CH2:21][CH2:20][C:19]=2[CH:18]=[CH:17][C:16]=1[Cl:32]. The catalyst is C(Cl)Cl. The product is [Cl:32][C:16]1[CH:17]=[CH:18][C:19]2[CH2:20][CH2:21][N:22]([C:26](=[O:31])[C:27]([F:29])([F:28])[F:30])[CH2:23][CH2:24][C:25]=2[C:15]=1[NH:14][CH2:13][CH2:12][CH2:11][NH:10][C:8]([NH:7][C:1]1[CH:6]=[CH:5][CH:4]=[CH:3][CH:2]=1)=[O:9]. The yield is 0.280.